From a dataset of Full USPTO retrosynthesis dataset with 1.9M reactions from patents (1976-2016). Predict the reactants needed to synthesize the given product. The reactants are: [CH3:1][C:2]1[CH:3]=[C:4]([F:9])[CH:5]=[C:6](C)[CH:7]=1.C=O.[BrH:12].[C:13](O)(=O)[CH3:14]. Given the product [CH3:1][C:2]1[CH:3]=[C:4]([F:9])[CH:5]=[C:13]([CH3:14])[C:7]=1[CH2:6][Br:12], predict the reactants needed to synthesize it.